From a dataset of hERG potassium channel inhibition data for cardiac toxicity prediction from Karim et al.. Regression/Classification. Given a drug SMILES string, predict its toxicity properties. Task type varies by dataset: regression for continuous values (e.g., LD50, hERG inhibition percentage) or binary classification for toxic/non-toxic outcomes (e.g., AMES mutagenicity, cardiotoxicity, hepatotoxicity). Dataset: herg_karim. (1) The drug is CCOC(=O)C1=C(CN2CCOC[C@H]2C(=O)O)NC(c2nccs2)=NC1c1ccc(Cl)cc1Cl. The result is 0 (non-blocker). (2) The compound is COc1ccc(-c2nnc(C(=O)N3CC(Oc4ccc(CN(C)C)cn4)C3)o2)cc1. The result is 0 (non-blocker).